Dataset: Forward reaction prediction with 1.9M reactions from USPTO patents (1976-2016). Task: Predict the product of the given reaction. (1) Given the reactants [CH3:1][C:2](C)([O-])[CH3:3].[K+].[C:7]1(=[O:13])[CH2:12][CH2:11][CH2:10][CH2:9][CH2:8]1.C(Br)C=C.CCOC(C)=O, predict the reaction product. The product is: [CH2:3]([CH:8]1[CH2:9][CH2:10][CH2:11][CH2:12][C:7]1=[O:13])[CH:2]=[CH2:1]. (2) Given the reactants [Cl:1][C:2]1[CH:3]=[C:4]([CH:7]=[CH:8][CH:9]=1)[CH2:5][NH2:6].[C:10]([NH:18][C:19]1[S:20][C:21]([C:25](Cl)=[O:26])=[C:22]([CH3:24])[N:23]=1)(=[O:17])[C:11]1[CH:16]=[CH:15][CH:14]=[CH:13][CH:12]=1, predict the reaction product. The product is: [Cl:1][C:2]1[CH:3]=[C:4]([CH:7]=[CH:8][CH:9]=1)[CH2:5][NH:6][C:25]([C:21]1[S:20][C:19]([NH:18][C:10](=[O:17])[C:11]2[CH:12]=[CH:13][CH:14]=[CH:15][CH:16]=2)=[N:23][C:22]=1[CH3:24])=[O:26]. (3) Given the reactants [NH2:1][C:2]1[CH:32]=[CH:31][C:5]([C:6]([N:8]2[CH2:12][CH2:11][C@@H:10]([NH:13][C:14]3[N:19]=[C:18]([C:20]4[C:28]5[C:23](=[CH:24][CH:25]=[CH:26][CH:27]=5)[NH:22][CH:21]=4)[C:17]([C:29]#[N:30])=[CH:16][N:15]=3)[CH2:9]2)=[O:7])=[CH:4][CH:3]=1.CCN(C(C)C)C(C)C.Br[CH2:43]/[CH:44]=[CH:45]/[C:46](Cl)=[O:47].[NH:49]1[CH2:54][CH2:53][O:52][CH2:51][CH2:50]1, predict the reaction product. The product is: [C:29]([C:17]1[C:18]([C:20]2[C:28]3[C:23](=[CH:24][CH:25]=[CH:26][CH:27]=3)[NH:22][CH:21]=2)=[N:19][C:14]([NH:13][C@@H:10]2[CH2:11][CH2:12][N:8]([C:6]([C:5]3[CH:4]=[CH:3][C:2]([NH:1][C:46](=[O:47])/[CH:45]=[CH:44]/[CH2:43][N:49]4[CH2:54][CH2:53][O:52][CH2:51][CH2:50]4)=[CH:32][CH:31]=3)=[O:7])[CH2:9]2)=[N:15][CH:16]=1)#[N:30]. (4) Given the reactants [O:1]1[CH2:6][CH2:5][O:4][CH2:3][CH:2]1[CH2:7][N:8]([CH3:20])[S:9]([NH:12]C(=O)OC(C)(C)C)(=[O:11])=[O:10].[F:21][C:22]([F:27])([F:26])[C:23]([OH:25])=[O:24], predict the reaction product. The product is: [F:21][C:22]([F:27])([F:26])[C:23]([O-:25])=[O:24].[O:1]1[CH2:6][CH2:5][O:4][CH2:3][C@H:2]1[CH2:7][N:8]([CH3:20])[S:9]([NH3+:12])(=[O:11])=[O:10]. (5) Given the reactants [NH2:1][C:2]1[C:3]([C:14]([N:16]2[CH2:21][CH2:20][CH:19]([C:22]3[CH:27]=[CH:26][C:25]([Cl:28])=[CH:24][CH:23]=3)[N:18]=[C:17]2SC)=[O:15])=[N:4][CH:5]=[N:6][C:7]=1[CH:8]1[CH2:13][CH2:12][O:11][CH2:10][CH2:9]1.[H-].[Na+], predict the reaction product. The product is: [Cl:28][C:25]1[CH:26]=[CH:27][C:22]([CH:19]2[CH2:20][CH2:21][N:16]3[C:14](=[O:15])[C:3]4[N:4]=[CH:5][N:6]=[C:7]([CH:8]5[CH2:13][CH2:12][O:11][CH2:10][CH2:9]5)[C:2]=4[NH:1][C:17]3=[N:18]2)=[CH:23][CH:24]=1.